This data is from Forward reaction prediction with 1.9M reactions from USPTO patents (1976-2016). The task is: Predict the product of the given reaction. (1) Given the reactants C(O[CH:4](OCC)[C:5](=[NH:8])OC)C.[CH3:12][C:13]1[CH:14]=[C:15]([CH2:20][NH2:21])[CH:16]=[CH:17][C:18]=1[CH3:19], predict the reaction product. The product is: [CH3:19][C:18]1[CH:17]=[C:16]2[C:4](=[CH:12][C:13]=1[CH3:14])[CH:5]=[N:8][C:20]([NH2:21])=[CH:15]2.[CH3:12][C:13]1[C:18]([CH3:19])=[CH:17][CH:16]=[C:4]2[C:14]=1[CH:15]=[C:20]([NH2:21])[N:8]=[CH:5]2. (2) Given the reactants [Cl:1][C:2]1[C:3]([OH:10])=[C:4]([CH:7]=[CH:8][CH:9]=1)[CH:5]=O.[CH3:11][C:12]1[CH:13]=[C:14]([CH:19]=[CH:20][CH:21]=1)[C:15]([NH:17][NH2:18])=[O:16], predict the reaction product. The product is: [Cl:1][C:2]1[C:3]([OH:10])=[C:4]([CH:5]=[N:18][NH:17][C:15](=[O:16])[C:14]2[CH:19]=[CH:20][CH:21]=[C:12]([CH3:11])[CH:13]=2)[CH:7]=[CH:8][CH:9]=1. (3) Given the reactants [N:1]1([C:6]2[CH:11]=[CH:10][N:9]=[CH:8][CH:7]=2)[CH:5]=[CH:4][CH:3]=[N:2]1.[Br:12]Br, predict the reaction product. The product is: [Br:12][C:4]1[CH:3]=[N:2][N:1]([C:6]2[CH:11]=[CH:10][N:9]=[CH:8][CH:7]=2)[CH:5]=1. (4) Given the reactants [Na].[I-:2].C([O-])(=O)C.[NH4+].C(OO)(=O)C.C([Sn](CCCC)(CCCC)[C:18]1[CH:25]=[CH:24][C:21]([CH:22]=[O:23])=[CH:20][CH:19]=1)CCC, predict the reaction product. The product is: [I:2][C:18]1[CH:25]=[CH:24][C:21]([CH:22]=[O:23])=[CH:20][CH:19]=1. (5) Given the reactants C([N:14]1[CH2:17][CH:16]([N:18]2[CH2:23][CH2:22][N:21]([C:24]3[CH:29]=[CH:28][CH:27]=[CH:26][N:25]=3)[CH2:20][CH2:19]2)[CH2:15]1)(C1C=CC=CC=1)C1C=CC=CC=1.C([O-])=O.[NH4+], predict the reaction product. The product is: [NH:14]1[CH2:17][CH:16]([N:18]2[CH2:19][CH2:20][N:21]([C:24]3[CH:29]=[CH:28][CH:27]=[CH:26][N:25]=3)[CH2:22][CH2:23]2)[CH2:15]1. (6) The product is: [C:10]([O:14][C:15](=[O:16])[NH:17][CH2:18][CH2:19][C:20]1[O:1][N:2]=[C:3]([CH:4]([CH3:6])[CH3:5])[N:7]=1)([CH3:13])([CH3:12])[CH3:11]. Given the reactants [OH:1][NH:2][C:3](=[NH:7])[CH:4]([CH3:6])[CH3:5].[H-].[Na+].[C:10]([O:14][C:15]([NH:17][CH2:18][CH2:19][C:20](OC)=O)=[O:16])([CH3:13])([CH3:12])[CH3:11].O, predict the reaction product. (7) Given the reactants Cl.C(OC(=O)[NH:8][CH2:9][C:10]([NH:12][C@H:13]1[CH2:18][CH2:17][C@H:16]([NH:19][C:20]([C:22]2[CH:23]=[N:24][C:25]([C:28]3[CH:33]=[CH:32][CH:31]=[C:30]([F:34])[CH:29]=3)=[CH:26][CH:27]=2)=[O:21])[CH2:15][CH2:14]1)=[O:11])(C)(C)C, predict the reaction product. The product is: [F:34][C:30]1[CH:29]=[C:28]([C:25]2[CH:26]=[CH:27][C:22]([C:20]([NH:19][C@H:16]3[CH2:15][CH2:14][C@H:13]([NH:12][C:10](=[O:11])[CH2:9][NH2:8])[CH2:18][CH2:17]3)=[O:21])=[CH:23][N:24]=2)[CH:33]=[CH:32][CH:31]=1. (8) Given the reactants C([O:8][C:9]1[CH:10]=[C:11]([C:20](=[O:26])[CH:21](OCC)O)[C:12]2[O:17][CH2:16][C:15](=[O:18])[NH:14][C:13]=2[CH:19]=1)C1C=CC=CC=1.[CH3:27][C:28]([NH2:41])([CH3:40])[CH2:29][C:30]1[CH:35]=[CH:34][CH:33]=[C:32]([C:36]([F:39])([F:38])[F:37])[CH:31]=1.[BH4-].[Na+].O, predict the reaction product. The product is: [CH3:40][C:28]([NH:41][CH2:21][CH:20]([C:11]1[C:12]2[O:17][CH2:16][C:15](=[O:18])[NH:14][C:13]=2[CH:19]=[C:9]([OH:8])[CH:10]=1)[OH:26])([CH3:27])[CH2:29][C:30]1[CH:35]=[CH:34][CH:33]=[C:32]([C:36]([F:37])([F:38])[F:39])[CH:31]=1.